Task: Regression. Given two drug SMILES strings and cell line genomic features, predict the synergy score measuring deviation from expected non-interaction effect.. Dataset: NCI-60 drug combinations with 297,098 pairs across 59 cell lines (1) Drug 1: CCCS(=O)(=O)NC1=C(C(=C(C=C1)F)C(=O)C2=CNC3=C2C=C(C=N3)C4=CC=C(C=C4)Cl)F. Cell line: NCI-H322M. Drug 2: CC(C)NC(=O)C1=CC=C(C=C1)CNNC.Cl. Synergy scores: CSS=-6.56, Synergy_ZIP=3.96, Synergy_Bliss=-0.351, Synergy_Loewe=-6.05, Synergy_HSA=-6.62. (2) Drug 1: C1=NC2=C(N1)C(=S)N=C(N2)N. Drug 2: CC1C(C(CC(O1)OC2CC(CC3=C2C(=C4C(=C3O)C(=O)C5=CC=CC=C5C4=O)O)(C(=O)C)O)N)O. Cell line: HT29. Synergy scores: CSS=51.0, Synergy_ZIP=-7.56, Synergy_Bliss=-11.4, Synergy_Loewe=-10.9, Synergy_HSA=-8.87. (3) Drug 1: CS(=O)(=O)C1=CC(=C(C=C1)C(=O)NC2=CC(=C(C=C2)Cl)C3=CC=CC=N3)Cl. Drug 2: C1CCC(C(C1)N)N.C(=O)(C(=O)[O-])[O-].[Pt+4]. Cell line: SN12C. Synergy scores: CSS=5.47, Synergy_ZIP=-1.68, Synergy_Bliss=2.65, Synergy_Loewe=2.71, Synergy_HSA=2.94.